This data is from Catalyst prediction with 721,799 reactions and 888 catalyst types from USPTO. The task is: Predict which catalyst facilitates the given reaction. (1) Reactant: [CH3:1][O:2][C:3](=[O:14])[C:4]1[CH:9]=[CH:8][C:7]([O:10]CC=C)=[CH:6][CH:5]=1.C(N(CC)[C:18]1[CH:23]=CC=C[CH:19]=1)C. Product: [CH2:23]([C:8]1[CH:9]=[C:4]([CH:5]=[CH:6][C:7]=1[OH:10])[C:3]([O:2][CH3:1])=[O:14])[CH:18]=[CH2:19]. The catalyst class is: 27. (2) Reactant: Cl[C:2]1[C:7]2[CH:8]=[CH:9][N:10]([CH2:11][CH3:12])[C:6]=2[CH:5]=[C:4]([Cl:13])[N:3]=1.[OH-:14].[Na+].Cl. Product: [Cl:13][C:4]1[NH:3][C:2](=[O:14])[C:7]2[CH:8]=[CH:9][N:10]([CH2:11][CH3:12])[C:6]=2[CH:5]=1. The catalyst class is: 12. (3) Reactant: Br[CH2:2][CH:3]1[CH2:5][CH2:4]1.[OH:6][C:7]1[CH:12]=[C:11]([CH3:13])[CH:10]=[C:9]([OH:14])[C:8]=1[C:15](=[O:17])[CH3:16].C(=O)([O-])[O-].[K+].[K+].[I-].[K+]. Product: [CH:5]1([CH2:4][O:6][C:7]2[CH:12]=[C:11]([CH3:13])[CH:10]=[C:9]([OH:14])[C:8]=2[C:15](=[O:17])[CH3:16])[CH2:3][CH2:2]1. The catalyst class is: 3. (4) Reactant: Br.Br[CH2:3][C:4]([C:6]1[CH:11]=[CH:10][N:9]=[C:8]([Cl:12])[CH:7]=1)=O.C([O-])(=O)C.[NH4+:17].[O:18]=[C:19]1[CH2:24][C:23](=O)[CH2:22][CH2:21][NH:20]1. Product: [Cl:12][C:8]1[CH:7]=[C:6]([C:4]2[NH:17][C:23]3[CH2:22][CH2:21][NH:20][C:19](=[O:18])[C:24]=3[CH:3]=2)[CH:11]=[CH:10][N:9]=1. The catalyst class is: 40. (5) Reactant: [F:1][C:2]1[CH:3]=[C:4]([CH2:9][C:10]([NH:12][C@H:13]([C:15]([OH:17])=O)[CH3:14])=[O:11])[CH:5]=[C:6]([F:8])[CH:7]=1.[NH2:18][CH:19]([C:25]1[CH:26]=[N:27][CH:28]=[CH:29][CH:30]=1)[C:20]([O:22][CH2:23][CH3:24])=[O:21]. The catalyst class is: 147. Product: [F:8][C:6]1[CH:5]=[C:4]([CH2:9][C:10]([NH:12][C@H:13]([C:15]([NH:18][CH:19]([C:25]2[CH:26]=[N:27][CH:28]=[CH:29][CH:30]=2)[C:20]([O:22][CH2:23][CH3:24])=[O:21])=[O:17])[CH3:14])=[O:11])[CH:3]=[C:2]([F:1])[CH:7]=1.